From a dataset of Reaction yield outcomes from USPTO patents with 853,638 reactions. Predict the reaction yield, written as a fraction of the theoretical maximum amount of product (1.0 means a 100% yield; for example, 0.34 means a 34% yield). The reactants are [CH:1]([S:4]([N:7]1[C:11]2[CH:12]=[C:13]([C:16]3[N:17]=[C:18]([C:27]4[CH:32]=[CH:31][C:30]([N+:33]([O-])=O)=[CH:29][C:28]=4[F:36])[NH:19][C:20]=3[C:21]3[CH:26]=[CH:25][CH:24]=[CH:23][CH:22]=3)[CH:14]=[CH:15][C:10]=2[N:9]=[C:8]1[NH2:37])(=[O:6])=[O:5])([CH3:3])[CH3:2].C([O-])=O.[NH4+]. The catalyst is C(O)C.[Pd]. The product is [CH:1]([S:4]([N:7]1[C:11]2[CH:12]=[C:13]([C:16]3[N:17]=[C:18]([C:27]4[CH:32]=[CH:31][C:30]([NH2:33])=[CH:29][C:28]=4[F:36])[NH:19][C:20]=3[C:21]3[CH:22]=[CH:23][CH:24]=[CH:25][CH:26]=3)[CH:14]=[CH:15][C:10]=2[N:9]=[C:8]1[NH2:37])(=[O:5])=[O:6])([CH3:3])[CH3:2]. The yield is 0.750.